From a dataset of Drug half-life prediction data from Obach et al.. Regression/Classification. Given a drug SMILES string, predict its absorption, distribution, metabolism, or excretion properties. Task type varies by dataset: regression for continuous measurements (e.g., permeability, clearance, half-life) or binary classification for categorical outcomes (e.g., BBB penetration, CYP inhibition). For this dataset (half_life_obach), we predict log10(half-life) (log10 of half-life in hours). (1) The drug is N/N=c1/cc2c(n[nH]1)CCN(C(=O)c1ccccc1)C2. The log10(half-life) is 0.750. (2) The molecule is N=C(N)N1CCC[C@@H](CNC(=O)C[C@H](NS(=O)(=O)c2ccc3ccccc3c2)C(=O)N(CC(=O)O)C2CC2)C1. The log10(half-life) is 0.280. (3) The drug is Cc1ncc([N+](=O)[O-])n1CCO. The log10(half-life) is 0.850. (4) The compound is CC[C@]1(O)C[C@@H]2CN(CCc3c([nH]c4ccccc34)[C@@](C(=O)OC)(c3cc4c(cc3OC)N(C)[C@H]3[C@@](O)(C(N)=O)[C@H](O)[C@]5(CC)C=CCN6CC[C@]43[C@@H]65)C2)C1. The log10(half-life) is 1.54. (5) The drug is CN1C(=O)[C@H](O)C[C@H]1c1cccnc1. The log10(half-life) is 0.770. (6) The log10(half-life) is 1.76. The drug is COc1cc2c(c(OC)c1OC)-c1ccc(OC)c(=O)cc1[C@@H](NC(C)=O)CC2.